Task: Predict the reactants needed to synthesize the given product.. Dataset: Full USPTO retrosynthesis dataset with 1.9M reactions from patents (1976-2016) (1) Given the product [Br:31][CH2:32]/[CH:33]=[CH:34]/[C:35]([NH:27][C:24]1[CH:25]=[C:26]2[C:21](=[CH:22][C:23]=1[O:28][CH2:29][CH3:30])[N:20]=[CH:19][N:18]=[C:17]2[NH:16][C:4]1[CH:5]=[CH:6][C:7]([O:8][CH2:9][C:10]2[CH:15]=[CH:14][CH:13]=[CH:12][N:11]=2)=[C:2]([Cl:1])[CH:3]=1)=[O:36], predict the reactants needed to synthesize it. The reactants are: [Cl:1][C:2]1[CH:3]=[C:4]([NH:16][C:17]2[C:26]3[C:21](=[CH:22][C:23]([O:28][CH2:29][CH3:30])=[C:24]([NH2:27])[CH:25]=3)[N:20]=[CH:19][N:18]=2)[CH:5]=[CH:6][C:7]=1[O:8][CH2:9][C:10]1[CH:15]=[CH:14][CH:13]=[CH:12][N:11]=1.[Br:31][CH2:32]/[CH:33]=[CH:34]/[C:35](Cl)=[O:36].O. (2) Given the product [C:1]([O:4][CH2:5][C@@H:6]1[C@@H:11]([O:12][C:13](=[O:15])[CH3:14])[C@H:10]([O:16][C:35](=[O:36])[CH3:34])[C@H:9]([O:17][C:43](=[O:44])[CH3:42])[C@@H:8]([C:18]2[CH:23]=[CH:22][CH:21]=[C:20]([Br:24])[CH:19]=2)[O:7]1)(=[O:3])[CH3:2], predict the reactants needed to synthesize it. The reactants are: [C:1]([O:4][CH2:5][C@@H:6]1[C@@H:11]([O:12][C:13](=[O:15])[CH3:14])[C@H:10]([OH:16])[C@H:9]([OH:17])[C@@H:8]([C:18]2[CH:23]=[CH:22][CH:21]=[C:20]([Br:24])[CH:19]=2)[O:7]1)(=[O:3])[CH3:2].CCN(C(C)C)C(C)C.[CH3:34][C:35](OC(C)=O)=[O:36].C1C[O:44][CH2:43][CH2:42]1. (3) Given the product [Cl:1][C:2]1[NH:6][C:5]2[CH:7]=[CH:8][C:9]([NH2:11])=[CH:10][C:4]=2[N:3]=1, predict the reactants needed to synthesize it. The reactants are: [Cl:1][C:2]1[NH:6][C:5]2[CH:7]=[CH:8][C:9]([N+:11]([O-])=O)=[CH:10][C:4]=2[N:3]=1.C(O)C.O.[Cl-].[NH4+]. (4) Given the product [Br:8][C:5]1[CH:6]=[CH:7][C:2]([S:12][CH:10]([CH3:11])[CH3:9])=[N:3][CH:4]=1, predict the reactants needed to synthesize it. The reactants are: Br[C:2]1[CH:7]=[CH:6][C:5]([Br:8])=[CH:4][N:3]=1.[CH3:9][CH:10]([SH:12])[CH3:11].[H-].[Na+]. (5) Given the product [Cl:1][C:2]1[N:7]=[C:6]([NH:10][C@@H:11]2[C:19]3[C:14](=[CH:15][CH:16]=[CH:17][CH:18]=3)[CH2:13][CH2:12]2)[CH:5]=[C:4]([CH3:9])[N:3]=1, predict the reactants needed to synthesize it. The reactants are: [Cl:1][C:2]1[N:7]=[C:6](Cl)[CH:5]=[C:4]([CH3:9])[N:3]=1.[NH2:10][C@@H:11]1[C:19]2[C:14](=[CH:15][CH:16]=[CH:17][CH:18]=2)[CH2:13][CH2:12]1. (6) Given the product [Br:15][C:16]1[CH:17]=[N:18][N:19]([C:2]2[C:3]([NH:8][C:9](=[O:14])[C:10]([CH3:13])([CH3:12])[CH3:11])=[N:4][CH:5]=[CH:6][CH:7]=2)[CH:20]=1, predict the reactants needed to synthesize it. The reactants are: I[C:2]1[C:3]([NH:8][C:9](=[O:14])[C:10]([CH3:13])([CH3:12])[CH3:11])=[N:4][CH:5]=[CH:6][CH:7]=1.[Br:15][C:16]1[CH:17]=[N:18][NH:19][CH:20]=1.[C@@H]1(N)CCCC[C@H]1N.C(=O)([O-])[O-].[K+].[K+].